This data is from Full USPTO retrosynthesis dataset with 1.9M reactions from patents (1976-2016). The task is: Predict the reactants needed to synthesize the given product. Given the product [Cl:28][C:13]1[CH:14]=[C:15]([C:18]2[CH:23]=[CH:22][CH:21]=[C:20]([S:24]([CH3:27])(=[O:26])=[O:25])[CH:19]=2)[CH:16]=[CH:17][C:12]=1[N:10]1[CH:11]=[C:7]([C:5]2[NH:1][C:2]([CH3:38])([CH3:37])[CH2:3][N:4]=2)[N:8]=[C:9]1[C:29]1[C:34]([Cl:35])=[CH:33][CH:32]=[CH:31][C:30]=1[Cl:36], predict the reactants needed to synthesize it. The reactants are: [NH2:1][C:2]([CH3:38])([CH3:37])[CH2:3][NH:4][C:5]([C:7]1[N:8]=[C:9]([C:29]2[C:34]([Cl:35])=[CH:33][CH:32]=[CH:31][C:30]=2[Cl:36])[N:10]([C:12]2[CH:17]=[CH:16][C:15]([C:18]3[CH:23]=[CH:22][CH:21]=[C:20]([S:24]([CH3:27])(=[O:26])=[O:25])[CH:19]=3)=[CH:14][C:13]=2[Cl:28])[CH:11]=1)=O.O=P(Cl)(Cl)Cl.O1CCOCC1.[OH-].[Na+].